From a dataset of Forward reaction prediction with 1.9M reactions from USPTO patents (1976-2016). Predict the product of the given reaction. (1) The product is: [F:1][C:2]1[CH:3]=[C:4]([CH:24]=[C:25]([N+:27]([O-:29])=[O:28])[CH:26]=1)[O:5][C@H:6]1[CH2:10][N:9]([C:11]([O:13][C:14]([CH3:16])([CH3:17])[CH3:15])=[O:12])[C@H:8]([CH2:18][NH:31][CH3:30])[CH2:7]1. Given the reactants [F:1][C:2]1[CH:3]=[C:4]([CH:24]=[C:25]([N+:27]([O-:29])=[O:28])[CH:26]=1)[O:5][C@H:6]1[CH2:10][N:9]([C:11]([O:13][C:14]([CH3:17])([CH3:16])[CH3:15])=[O:12])[C@H:8]([CH2:18]OS(C)(=O)=O)[CH2:7]1.[CH3:30][NH2:31], predict the reaction product. (2) Given the reactants [CH3:1][O:2][C:3]([C:5]1[C:10](Cl)=[CH:9][C:8]([CH2:12][O:13][C:14]2[CH:19]=[CH:18][CH:17]=[CH:16][CH:15]=2)=[CH:7][N:6]=1)=[O:4].[CH2:20]([Sn](CCCC)(CCCC)CCCC)[CH:21]=[CH2:22], predict the reaction product. The product is: [CH3:1][O:2][C:3]([C:5]1[C:10]([CH2:22][CH:21]=[CH2:20])=[CH:9][C:8]([CH2:12][O:13][C:14]2[CH:19]=[CH:18][CH:17]=[CH:16][CH:15]=2)=[CH:7][N:6]=1)=[O:4]. (3) Given the reactants [CH3:1][C:2]([CH3:31])([CH3:30])[C@H:3]([NH:8][C:9]([N:11]1[C:19]2[CH2:18][CH2:17][N:16](C)[CH2:15][C:14]=2[C:13]([C:21]2[CH:26]=[C:25]([F:27])[C:24]([F:28])=[CH:23][C:22]=2F)=[N:12]1)=[O:10])[C:4]([NH:6][CH3:7])=[O:5].FC1C=C(C2C3CN(C(OC(C)(C)C)=O)CCC=3NN=2)C=CC=1F.C=O, predict the reaction product. The product is: [F:27][C:25]1[CH:26]=[C:21]([C:13]2[C:14]3[CH2:15][NH:16][CH2:17][CH2:18][C:19]=3[N:11]([C:9]([NH:8][C@@H:3]([C:2]([CH3:31])([CH3:30])[CH3:1])[C:4]([NH:6][CH3:7])=[O:5])=[O:10])[N:12]=2)[CH:22]=[CH:23][C:24]=1[F:28]. (4) Given the reactants [C:1]([O:6][CH2:7][CH:8]([CH2:10][O:11][C:12](=[O:16])[C:13]([CH3:15])=[CH2:14])[OH:9])(=[O:5])[C:2]([CH3:4])=[CH2:3].[O:17]=[P:18]12[O:29]P3(OP(OP(O3)([O:25]1)=O)(=O)[O:19]2)=O, predict the reaction product. The product is: [C:1]([O:6][CH2:7][CH:8]([CH2:10][O:11][C:12](=[O:16])[C:13]([CH3:15])=[CH2:14])[OH:9])(=[O:5])[C:2]([CH3:4])=[CH2:3].[P:18]([O-:29])([O-:25])([O-:19])=[O:17]. (5) Given the reactants [F:1][C:2]1[CH:3]=[C:4]([OH:9])[CH:5]=[CH:6][C:7]=1[CH3:8].F[C:11]1[CH:18]=[CH:17][C:14]([CH:15]=[O:16])=[CH:13][CH:12]=1, predict the reaction product. The product is: [F:1][C:2]1[CH:3]=[C:4]([CH:5]=[CH:6][C:7]=1[CH3:8])[O:9][C:11]1[CH:18]=[CH:17][C:14]([CH:15]=[O:16])=[CH:13][CH:12]=1. (6) Given the reactants FC(F)(F)S(O[C:7]1[CH2:8][CH2:9][N:10](C(OC(C)(C)C)=O)[CH2:11][CH:12]=1)(=O)=O.[CH3:22][O:23][C:24]1[CH:29]=[CH:28][CH:27]=[CH:26][C:25]=1B(O)O.[Cl-:33].[Li+].C(=O)([O-])[O-].[Na+].[Na+], predict the reaction product. The product is: [ClH:33].[CH3:22][O:23][C:24]1[CH:29]=[CH:28][CH:27]=[CH:26][C:25]=1[CH:7]1[CH2:12][CH2:11][NH:10][CH2:9][CH2:8]1. (7) Given the reactants C(OC(N1C2C(=CC=C(F)C=2)C(C2C=CC3S(=O)(=O)N(CC4C=CC=CN=4)[C@H](C)C=3C=2)=C1)=O)(C)(C)C.[F:37][C:38]1[CH:46]=[C:45]2[C:41]([C:42]([C:47]3[CH:48]=[CH:49][C:50]4[S:54](=[O:56])(=[O:55])[N:53]([CH2:57][C:58]5[CH:63]=[CH:62][CH:61]=[C:60]([CH3:64])[N:59]=5)[C@H:52]([CH3:65])[C:51]=4[CH:66]=3)=[CH:43][NH:44]2)=[CH:40][CH:39]=1.Cl, predict the reaction product. The product is: [F:37][C:38]1[CH:46]=[C:45]2[C:41]([C:42]([C:47]3[CH:48]=[CH:49][C:50]4[S:54](=[O:55])(=[O:56])[N:53]([CH2:57][C:58]5[CH:63]=[CH:62][CH:61]=[C:60]([CH3:64])[N:59]=5)[C@H:52]([CH3:65])[C:51]=4[CH:66]=3)=[CH:43][NH:44]2)=[CH:40][CH:39]=1.